Binary Classification. Given a T-cell receptor sequence (or CDR3 region) and an epitope sequence, predict whether binding occurs between them. From a dataset of TCR-epitope binding with 47,182 pairs between 192 epitopes and 23,139 TCRs. The epitope is LLDFVRFMGV. The TCR CDR3 sequence is CASSLIAGGPYEQYF. Result: 0 (the TCR does not bind to the epitope).